This data is from Full USPTO retrosynthesis dataset with 1.9M reactions from patents (1976-2016). The task is: Predict the reactants needed to synthesize the given product. (1) Given the product [Cl:8][C:9]1[CH:14]=[CH:13][N:12]=[C:11]([CH2:16][OH:3])[C:10]=1[O:17][CH:18]([F:20])[F:19], predict the reactants needed to synthesize it. The reactants are: C(OC(=O)C)(=[O:3])C.[Cl:8][C:9]1[CH:14]=[CH:13][N+:12]([O-])=[C:11]([CH3:16])[C:10]=1[O:17][CH:18]([F:20])[F:19]. (2) The reactants are: [Cl:1][C:2]1[CH:7]=[CH:6][C:5]([S:8][C:9]2[CH:10]=[C:11]([CH:14]=[CH:15][CH:16]=2)[CH:12]=O)=[CH:4][CH:3]=1.[C@@H:17]1([NH2:27])[C:26]2[C:21](=[CH:22][CH:23]=[CH:24][CH:25]=2)[CH2:20][CH2:19][CH2:18]1. Given the product [Cl:1][C:2]1[CH:7]=[CH:6][C:5]([S:8][C:9]2[CH:10]=[C:11]([CH:14]=[CH:15][CH:16]=2)[CH2:12][NH:27][C@@H:17]2[C:26]3[C:21](=[CH:22][CH:23]=[CH:24][CH:25]=3)[CH2:20][CH2:19][CH2:18]2)=[CH:4][CH:3]=1, predict the reactants needed to synthesize it. (3) Given the product [NH2:8][CH:9]1[CH2:14][CH2:13][CH2:12][N:11]([S:15]([C:18]2[C:19]3[C:20]([CH3:28])=[CH:21][N:22]=[CH:23][C:24]=3[CH:25]=[CH:26][CH:27]=2)(=[O:17])=[O:16])[CH2:10]1.[ClH:43], predict the reactants needed to synthesize it. The reactants are: C(OC([NH:8][CH:9]1[CH2:14][CH2:13][CH2:12][N:11]([S:15]([C:18]2[C:19]3[C:20]([CH3:28])=[CH:21][N:22]=[CH:23][C:24]=3[CH:25]=[CH:26][CH:27]=2)(=[O:17])=[O:16])[CH2:10]1)=O)(C)(C)C.CC1C2C(S([Cl:43])(=O)=O)=CC=CC=2C=NC=1.C(OC(NC1CCNC1)=O)(C)(C)C. (4) Given the product [NH2:1][C:2]1[N:10]=[C:9]2[C:5]([N:6]=[CH:7][N:8]2[C@@H:11]2[O:15][C@H:14]([CH2:16][O:17][P@:18]([O:28][C:29]3[CH:34]=[CH:33][CH:32]=[CH:31][C:30]=3[CH2:35][CH2:36][C:37]([O:39][CH2:40][CH3:41])=[O:38])([NH:20][C@@H:21]([CH3:27])[C:22]([O:24][CH2:25][CH3:26])=[O:23])=[O:19])[C@@H:13]([OH:42])[C@:12]2([F:54])[CH3:53])=[C:4]([NH2:55])[N:3]=1, predict the reactants needed to synthesize it. The reactants are: [NH2:1][C:2]1[N:10]=[C:9]2[C:5]([N:6]=[CH:7][N:8]2[C@@H:11]2[O:15][C@H:14]([CH2:16][O:17][P@:18]([O:28][C:29]3[CH:34]=[CH:33][CH:32]=[CH:31][C:30]=3[CH2:35][CH2:36][C:37]([O:39][CH2:40][CH3:41])=[O:38])([NH:20][C@@H:21]([CH3:27])[C:22]([O:24][CH2:25][CH3:26])=[O:23])=[O:19])[C@@H:13]([O:42]C(OCC3C=CC=CC=3)=O)[C@:12]2([F:54])[CH3:53])=[C:4]([NH:55]C(OCC2C=CC=CC=2)=O)[N:3]=1.[H][H]. (5) Given the product [CH2:1]([O:6][CH2:7][CH2:8][O:9][C:26]1[CH:34]=[CH:33][C:29]([C:30]([OH:32])=[O:31])=[CH:28][C:27]=1[C:35]([F:36])([F:38])[F:37])[CH2:2][CH2:3][CH2:4][CH3:5], predict the reactants needed to synthesize it. The reactants are: [CH2:1]([O:6][CH2:7][CH2:8][OH:9])[CH2:2][CH2:3][CH2:4][CH3:5].C(OC(C)(C)C)(C)(C)C.[K].C1COCC1.F[C:26]1[CH:34]=[CH:33][C:29]([C:30]([OH:32])=[O:31])=[CH:28][C:27]=1[C:35]([F:38])([F:37])[F:36]. (6) The reactants are: C([SnH](CCCC)CCCC)CCC.[Cl:14][C:15]1[CH:20]=[C:19]([Cl:21])[CH:18]=[CH:17][C:16]=1[C:22]#[C:23][C:24]1[CH:29]=[CH:28][C:27]([Cl:30])=[CH:26][CH:25]=1.[I:31]I.S([O-])([O-])(=O)=S.[Na+].[Na+].[F-].[K+]. Given the product [Cl:14][C:15]1[CH:20]=[C:19]([Cl:21])[CH:18]=[CH:17][C:16]=1[C:22]([I:31])=[CH:23][C:24]1[CH:25]=[CH:26][C:27]([Cl:30])=[CH:28][CH:29]=1, predict the reactants needed to synthesize it. (7) Given the product [CH3:7][O:6][C:4](=[O:5])[CH2:3][C:8]1[CH:17]=[CH:16][C:15]2[C:10](=[CH:11][CH:12]=[CH:13][C:14]=2[CH2:18][CH:19]=[CH2:20])[N:9]=1, predict the reactants needed to synthesize it. The reactants are: O=C(C)[CH:3]([C:8]1[CH:17]=[CH:16][C:15]2[C:10](=[CH:11][CH:12]=[CH:13][C:14]=2[CH2:18][CH:19]=[CH2:20])[N:9]=1)[C:4]([O:6][CH3:7])=[O:5].Cl.C(=O)([O-])[O-].[K+].[K+]. (8) Given the product [C:25]([O:24][C:22]([N:14]1[C@@:13]([CH3:32])([C:29]([OH:31])=[O:30])[CH2:12][C:11]2[C:16](=[CH:17][C:18]([O:19][CH3:20])=[CH:9][CH:10]=2)[CH2:15]1)=[O:23])([CH3:28])([CH3:27])[CH3:26], predict the reactants needed to synthesize it. The reactants are: C(N(CC)CC)C.Br[C:9]1[CH:10]=[C:11]2[C:16](=[C:17](Br)[C:18]=1[O:19][CH3:20])[CH2:15][N:14]([C:22]([O:24][C:25]([CH3:28])([CH3:27])[CH3:26])=[O:23])[C@@:13]([CH3:32])([C:29]([OH:31])=[O:30])[CH2:12]2.